From a dataset of Peptide-MHC class II binding affinity with 134,281 pairs from IEDB. Regression. Given a peptide amino acid sequence and an MHC pseudo amino acid sequence, predict their binding affinity value. This is MHC class II binding data. (1) The MHC is DRB3_0101 with pseudo-sequence DRB3_0101. The binding affinity (normalized) is 0.762. The peptide sequence is TDDNEEPIAPYHFDLSGHAF. (2) The peptide sequence is VHAVKPVTEEPGMAK. The MHC is HLA-DQA10501-DQB10201 with pseudo-sequence HLA-DQA10501-DQB10201. The binding affinity (normalized) is 0.205. (3) The peptide sequence is KNYEHIAAYHFDLSG. The MHC is DRB1_0401 with pseudo-sequence DRB1_0401. The binding affinity (normalized) is 0.436. (4) The peptide sequence is QKFVDTILSENGVVA. The MHC is DRB1_0301 with pseudo-sequence DRB1_0301. The binding affinity (normalized) is 0.415. (5) The peptide sequence is KIDAAFKVAATAAAT. The MHC is DRB1_0901 with pseudo-sequence DRB1_0901. The binding affinity (normalized) is 0.840. (6) The peptide sequence is EKKYFAATQFEPAAA. The MHC is DRB1_1602 with pseudo-sequence DRB1_1602. The binding affinity (normalized) is 0.439. (7) The peptide sequence is PGVDYTITVYAVTYY. The MHC is HLA-DQA10501-DQB10301 with pseudo-sequence HLA-DQA10501-DQB10301. The binding affinity (normalized) is 0.329. (8) The peptide sequence is RQLIKTDISMSMPKF. The MHC is DRB4_0101 with pseudo-sequence DRB4_0103. The binding affinity (normalized) is 0.758. (9) The peptide sequence is TNDNNLYKLHGGHVS. The MHC is HLA-DQA10303-DQB10402 with pseudo-sequence HLA-DQA10303-DQB10402. The binding affinity (normalized) is 0.477. (10) The peptide sequence is FLFQRAVAREAIIAL. The MHC is HLA-DPA10103-DPB10301 with pseudo-sequence HLA-DPA10103-DPB10301. The binding affinity (normalized) is 0.833.